This data is from CYP2C9 inhibition data for predicting drug metabolism from PubChem BioAssay. The task is: Regression/Classification. Given a drug SMILES string, predict its absorption, distribution, metabolism, or excretion properties. Task type varies by dataset: regression for continuous measurements (e.g., permeability, clearance, half-life) or binary classification for categorical outcomes (e.g., BBB penetration, CYP inhibition). Dataset: cyp2c9_veith. (1) The molecule is O=C1[C@@H]2CC[C@H]3/C(=N\OCc4ccccc4)C[C@@H](O)[C@@H](O)[C@@H]3[C@H]2C(=O)N1c1ccc(F)cc1F. The result is 0 (non-inhibitor). (2) The drug is O=C(O)C12CC3(C(=O)O)CC(C(=O)O)(CC(C(=O)O)(C1)C3=O)C2=O. The result is 0 (non-inhibitor).